Dataset: hERG Central: cardiac toxicity at 1µM, 10µM, and general inhibition. Task: Predict hERG channel inhibition at various concentrations. (1) The molecule is O=C(CN1CCN(Cc2ccc(Cl)cc2)CC1)N/N=C/c1c[nH]c2ccccc12. Results: hERG_inhib (hERG inhibition (general)): blocker. (2) The molecule is COc1cc(C(CCN2CCOCC2)c2c(OC)cc(OC)c3c(C)cc(=O)oc23)cc(OC)c1OC. Results: hERG_inhib (hERG inhibition (general)): blocker.